Dataset: Reaction yield outcomes from USPTO patents with 853,638 reactions. Task: Predict the reaction yield, written as a fraction of the theoretical maximum amount of product (1.0 means a 100% yield; for example, 0.34 means a 34% yield). (1) The reactants are Br[C:2]1[C:3]2[CH:4]3[CH2:22][CH2:21][N:20](C(OC(C)(C)C)=O)[CH2:19][CH2:18][CH:5]3[N:6](C(OC(C)(C)C)=O)[C:7]=2[CH:8]=[CH:9][CH:10]=1.P([O-])([O-])([O-])=O.[K+].[K+].[K+].[S:38]1[C:42]2[CH:43]=[CH:44][CH:45]=[CH:46][C:41]=2[CH:40]=[C:39]1B(O)O.N#N. The catalyst is C1C=CC([P]([Pd]([P](C2C=CC=CC=2)(C2C=CC=CC=2)C2C=CC=CC=2)([P](C2C=CC=CC=2)(C2C=CC=CC=2)C2C=CC=CC=2)[P](C2C=CC=CC=2)(C2C=CC=CC=2)C2C=CC=CC=2)(C2C=CC=CC=2)C2C=CC=CC=2)=CC=1.CN(C=O)C. The product is [S:38]1[C:42]2[CH:43]=[CH:44][CH:45]=[CH:46][C:41]=2[CH:40]=[C:39]1[C:2]1[C:3]2[C@@H:4]3[CH2:22][CH2:21][NH:20][CH2:19][CH2:18][C@@H:5]3[NH:6][C:7]=2[CH:8]=[CH:9][CH:10]=1. The yield is 0.680. (2) The reactants are [Br:1][C:2]1[N:3]=[C:4]([OH:13])[C:5]([NH:8][CH:9]2[CH2:12][CH2:11][CH2:10]2)=[N:6][CH:7]=1.Br[CH2:15][C:16]([O:18][C:19]([CH3:22])([CH3:21])[CH3:20])=[O:17]. The catalyst is O1CCCC1. The product is [Br:1][C:2]1[N:3]([CH2:15][C:16]([O:18][C:19]([CH3:22])([CH3:21])[CH3:20])=[O:17])[C:4](=[O:13])[C:5]([NH:8][CH:9]2[CH2:12][CH2:11][CH2:10]2)=[N:6][CH:7]=1. The yield is 0.720.